Task: Predict which catalyst facilitates the given reaction.. Dataset: Catalyst prediction with 721,799 reactions and 888 catalyst types from USPTO (1) Reactant: [NH2:1][C:2]1[CH:3]=[C:4]2[C:9](=[C:10]([NH:12][C:13]([CH3:16])([CH3:15])[CH3:14])[N:11]=1)[C:8](=[O:17])[N:7]([CH2:18][CH2:19][OH:20])[CH:6]=[CH:5]2.Cl[C:22]1[CH:27]=[C:26]([C:28]([NH2:31])([CH3:30])[CH3:29])[CH:25]=[CH:24][N:23]=1.CC([O-])(C)C.[Na+].C1C=CC(P(C2C(C3C(P(C4C=CC=CC=4)C4C=CC=CC=4)=CC=C4C=3C=CC=C4)=C3C(C=CC=C3)=CC=2)C2C=CC=CC=2)=CC=1. Product: [NH2:31][C:28]([C:26]1[CH:25]=[CH:24][N:23]=[C:22]([NH:1][C:2]2[CH:3]=[C:4]3[C:9](=[C:10]([NH:12][C:13]([CH3:15])([CH3:16])[CH3:14])[N:11]=2)[C:8](=[O:17])[N:7]([CH2:18][CH2:19][OH:20])[CH:6]=[CH:5]3)[CH:27]=1)([CH3:30])[CH3:29]. The catalyst class is: 443. (2) Reactant: [H][H].[Cl:3][C:4]1[C:5]([N:13]2[CH2:18][CH2:17][O:16][CH2:15][CH2:14]2)=[N:6][CH:7]=[C:8]([N+:10]([O-])=O)[CH:9]=1. Product: [Cl:3][C:4]1[CH:9]=[C:8]([NH2:10])[CH:7]=[N:6][C:5]=1[N:13]1[CH2:14][CH2:15][O:16][CH2:17][CH2:18]1. The catalyst class is: 50.